Dataset: Catalyst prediction with 721,799 reactions and 888 catalyst types from USPTO. Task: Predict which catalyst facilitates the given reaction. (1) Reactant: [H-].[Na+].[NH:3]1[C:11]2[CH2:10][CH2:9][CH2:8][CH2:7][C:6]=2[CH:5]=[C:4]1[C:12]([O:14][CH2:15][CH3:16])=[O:13].Br[CH2:18][CH:19]([O:23][CH2:24][CH3:25])[O:20][CH2:21][CH3:22]. Product: [CH2:21]([O:20][CH:19]([O:23][CH2:24][CH3:25])[CH2:18][N:3]1[C:11]2[CH2:10][CH2:9][CH2:8][CH2:7][C:6]=2[CH:5]=[C:4]1[C:12]([O:14][CH2:15][CH3:16])=[O:13])[CH3:22]. The catalyst class is: 9. (2) Reactant: [CH3:1][C:2]1[NH:3][C:4]([C:12]2[CH:17]=[CH:16][CH:15]=[CH:14][CH:13]=2)=[CH:5][C:6]=1[C:7]([O:9][CH2:10][CH3:11])=[O:8].I[CH3:19].[H-].[Na+].O. Product: [CH3:19][N:3]1[C:4]([C:12]2[CH:17]=[CH:16][CH:15]=[CH:14][CH:13]=2)=[CH:5][C:6]([C:7]([O:9][CH2:10][CH3:11])=[O:8])=[C:2]1[CH3:1]. The catalyst class is: 1. (3) Reactant: [CH:1]([C:3]1[C:4]([CH3:10])=[C:5]([C:8]#[N:9])[S:6][CH:7]=1)=[CH2:2].C1C(=O)N(Br)C(=[O:14])C1.[OH-].[Na+]. Product: [CH3:10][C:4]1[C:3]([CH:1]2[CH2:2][O:14]2)=[CH:7][S:6][C:5]=1[C:8]#[N:9]. The catalyst class is: 371. (4) Reactant: [OH:1][C@@H:2]1[C@H:6]2[N:7](C(OCC3C4C=CC=CC=4C4C3=CC=CC=4)=O)[CH2:8][C@H:9]([O:10][CH3:11])[C@H:5]2[O:4][CH2:3]1.[H][H]. Product: [CH3:11][O:10][C@H:9]1[CH2:8][NH:7][C@@H:6]2[C@@H:2]([OH:1])[CH2:3][O:4][C@H:5]12. The catalyst class is: 63. (5) Reactant: C([Li])CCC.[CH2:6]([C:9]1[CH:14]=[CH:13][CH:12]=[CH:11][C:10]=1Br)[CH2:7][CH3:8].[B:16](OC)([O:19]C)[O:17]C.C(=O)=O.CC(C)=O.Cl. Product: [CH2:6]([C:9]1[CH:14]=[CH:13][CH:12]=[CH:11][C:10]=1[B:16]([OH:19])[OH:17])[CH2:7][CH3:8]. The catalyst class is: 30. (6) Reactant: [Br:1][C:2]1[CH:3]=[N:4][NH:5][CH:6]=1.[H-].[Na+].CS(O[CH:14]1[CH2:27][C:16]2([CH2:19][N:18]([C:20]([O:22][C:23]([CH3:26])([CH3:25])[CH3:24])=[O:21])[CH2:17]2)[CH2:15]1)(=O)=O.[NH4+].[Cl-]. Product: [Br:1][C:2]1[CH:3]=[N:4][N:5]([CH:14]2[CH2:27][C:16]3([CH2:19][N:18]([C:20]([O:22][C:23]([CH3:25])([CH3:24])[CH3:26])=[O:21])[CH2:17]3)[CH2:15]2)[CH:6]=1. The catalyst class is: 85. (7) Reactant: [NH2:1][CH:2]1[C:10]2[C:5](=[CH:6][CH:7]=[CH:8][CH:9]=2)[CH2:4][CH2:3]1.[CH3:11][N:12]([CH3:26])[C:13]1([C:20]2[CH:25]=[CH:24][CH:23]=[CH:22][CH:21]=2)[CH2:18][CH2:17][C:16](=O)[CH2:15][CH2:14]1.C1COCC1.C(O)(=O)C. Product: [CH:2]1([NH:1][CH:16]2[CH2:15][CH2:14][C:13]([C:20]3[CH:21]=[CH:22][CH:23]=[CH:24][CH:25]=3)([N:12]([CH3:26])[CH3:11])[CH2:18][CH2:17]2)[C:10]2[C:5](=[CH:6][CH:7]=[CH:8][CH:9]=2)[CH2:4][CH2:3]1. The catalyst class is: 26. (8) Reactant: Cl.O1CCOCC1.[CH:8]1[C:17]2[C:12](=[CH:13][CH:14]=[CH:15][CH:16]=2)[CH:11]=[C:10]([C:18]2[NH:22][C:21]3[CH:23]=[CH:24][C:25]([C:27](O)=[O:28])=[CH:26][C:20]=3[N:19]=2)[N:9]=1.CN(C(ON1N=NC2C=CC=CC1=2)=[N+](C)C)C.F[P-](F)(F)(F)(F)F.[NH2:54][CH:55]([CH:65]1[CH2:67][CH2:66]1)[CH2:56][C:57]([NH:59][C:60]1[NH:61][CH:62]=[CH:63][N:64]=1)=[O:58]. Product: [CH:65]1([CH:55]([NH:54][C:27]([C:25]2[CH:24]=[CH:23][C:21]3[NH:22][C:18]([C:10]4[N:9]=[CH:8][C:17]5[C:12]([CH:11]=4)=[CH:13][CH:14]=[CH:15][CH:16]=5)=[N:19][C:20]=3[CH:26]=2)=[O:28])[CH2:56][C:57](=[O:58])[NH:59][C:60]2[NH:61][CH:62]=[CH:63][N:64]=2)[CH2:67][CH2:66]1. The catalyst class is: 2. (9) The catalyst class is: 6. Reactant: [F:1][C:2]1[C:9]([F:10])=[C:8]([O:11]C)[CH:7]=[CH:6][C:3]=1[CH:4]=[O:5].Cl.N1C=CC=CC=1. Product: [F:1][C:2]1[C:9]([F:10])=[C:8]([OH:11])[CH:7]=[CH:6][C:3]=1[CH:4]=[O:5]. (10) Reactant: [NH2:1][C:2]1[C:7]2[N:8]=[C:9]([S:24][C:25]3[C:34]([I:35])=[CH:33][C:28]4[O:29][CH2:30][CH2:31][O:32][C:27]=4[CH:26]=3)[N:10]([CH2:11][CH2:12][N:13]3C(=O)C4C(=CC=CC=4)C3=O)[C:6]=2[CH:5]=[CH:4][N:3]=1.NCCN1C2C=CN=C(N)C=2N=C1SC1C(I)=CC2OCOC=2C=1. Product: [NH2:13][CH2:12][CH2:11][N:10]1[C:6]2[CH:5]=[CH:4][N:3]=[C:2]([NH2:1])[C:7]=2[N:8]=[C:9]1[S:24][C:25]1[C:34]([I:35])=[CH:33][C:28]2[O:29][CH2:30][CH2:31][O:32][C:27]=2[CH:26]=1. The catalyst class is: 497.